This data is from Forward reaction prediction with 1.9M reactions from USPTO patents (1976-2016). The task is: Predict the product of the given reaction. (1) Given the reactants [CH2:1]([O:8][C@H:9]1[C@H:15]([O:16][CH2:17][C:18]2[CH:23]=[CH:22][CH:21]=[CH:20][CH:19]=2)[C@@H:14]([O:24][CH2:25][C:26]2[CH:31]=[CH:30][CH:29]=[CH:28][CH:27]=2)[C@:13]2([C:33]3[CH:38]=[CH:37][C:36]([Cl:39])=[C:35]([CH2:40][C:41]4[CH:46]=[CH:45][C:44]([O:47][CH2:48][CH3:49])=[CH:43][CH:42]=4)[CH:34]=3)[O:32][C@@:10]1([CH2:50]O)[CH2:11][O:12]2)[C:2]1[CH:7]=[CH:6][CH:5]=[CH:4][CH:3]=1.C(N(S(F)(F)[F:58])CC)C, predict the reaction product. The product is: [CH2:1]([O:8][C@H:9]1[C@H:15]([O:16][CH2:17][C:18]2[CH:23]=[CH:22][CH:21]=[CH:20][CH:19]=2)[C@@H:14]([O:24][CH2:25][C:26]2[CH:31]=[CH:30][CH:29]=[CH:28][CH:27]=2)[C@:13]2([C:33]3[CH:38]=[CH:37][C:36]([Cl:39])=[C:35]([CH2:40][C:41]4[CH:46]=[CH:45][C:44]([O:47][CH2:48][CH3:49])=[CH:43][CH:42]=4)[CH:34]=3)[O:32][C@@:10]1([CH2:50][F:58])[CH2:11][O:12]2)[C:2]1[CH:7]=[CH:6][CH:5]=[CH:4][CH:3]=1. (2) Given the reactants [Cl-].[C:2]1(C)[CH:7]=[CH:6][C:5]([S:8]([O-:11])(=[O:10])=O)=[CH:4][CH:3]=1.[NH+:13]1C=CC=C[CH:14]=1.CCN(C(C)C)C(C)C.FC(F)(F)S(OS(C(F)(F)F)(=O)=O)(=O)=O.[O-]S(C(F)(F)F)(=O)=O.CCN(C(C)C)C(C)C, predict the reaction product. The product is: [S:8]1(=[O:10])(=[O:11])[C:5]2[CH:6]=[CH:7][CH:2]=[CH:3][C:4]=2[CH:14]=[N:13]1. (3) Given the reactants [F:1][C:2]([F:34])([F:33])[CH2:3][CH2:4][CH:5]([NH:22][C:23]1[CH:32]=[CH:31][C:26]([C:27]([O:29]C)=[O:28])=[CH:25][CH:24]=1)[C:6]1[CH:11]=[CH:10][C:9]([N:12]2[CH:20]=[C:19]3[C:14]([CH2:15][CH2:16][CH2:17][CH2:18]3)=[N:13]2)=[CH:8][C:7]=1[CH3:21].C1COCC1.[OH-].[Na+].Cl, predict the reaction product. The product is: [F:34][C:2]([F:1])([F:33])[CH2:3][CH2:4][CH:5]([NH:22][C:23]1[CH:24]=[CH:25][C:26]([C:27]([OH:29])=[O:28])=[CH:31][CH:32]=1)[C:6]1[CH:11]=[CH:10][C:9]([N:12]2[CH:20]=[C:19]3[C:14]([CH2:15][CH2:16][CH2:17][CH2:18]3)=[N:13]2)=[CH:8][C:7]=1[CH3:21]. (4) Given the reactants [Cl:1][C:2]1N=[C:9]2[C:5]([N:6]([CH2:23][C@H:24]3[CH2:29][CH2:28][C@H:27]([CH3:30])[CH2:26][CH2:25]3)[C:7]([N:11]3[CH2:16][CH2:15][O:14][CH2:13][C@H:12]3[C:17]3[CH:22]=[CH:21][CH:20]=[CH:19][CH:18]=3)=[N:8]2)=[C:4](Cl)[N:3]=1.[CH2:32]([O:39][C:40]1[C:45](B(O)O)=[CH:44][C:43]([Cl:49])=[CH:42][N:41]=1)[C:33]1[CH:38]=[CH:37][CH:36]=[CH:35][CH:34]=1.[C:50]([O-])([O-])=O.[Na+].[Na+], predict the reaction product. The product is: [CH2:32]([O:39][C:40]1[C:45]([C:4]2[C:5]3[N:6]([CH2:23][C@H:24]4[CH2:29][CH2:28][C@H:27]([CH3:30])[CH2:26][CH2:25]4)[C:7]([N:11]4[CH2:16][CH2:15][O:14][CH2:13][C@H:12]4[C:17]4[CH:18]=[CH:19][CH:20]=[CH:21][CH:22]=4)=[N:8][C:9]=3[CH:50]=[C:2]([Cl:1])[N:3]=2)=[CH:44][C:43]([Cl:49])=[CH:42][N:41]=1)[C:33]1[CH:38]=[CH:37][CH:36]=[CH:35][CH:34]=1. (5) Given the reactants FC(F)(F)S(O[C:7]1[C:31]([O:32][CH3:33])=[CH:30][C:10]2[C@@H:11]([C:24]3[CH:29]=[CH:28][CH:27]=[CH:26][CH:25]=3)[NH:12][C@@:13]([CH2:20][CH2:21][CH2:22][CH3:23])([CH2:18][CH3:19])[CH2:14][S:15](=[O:17])(=[O:16])[C:9]=2[CH:8]=1)(=O)=O.C1(C)C=CC=CC=1.[CH3:43][N:44](C=O)C, predict the reaction product. The product is: [CH2:20]([C@@:13]1([CH2:18][CH3:19])[NH:12][C@H:11]([C:24]2[CH:29]=[CH:28][CH:27]=[CH:26][CH:25]=2)[C:10]2[CH:30]=[C:31]([O:32][CH3:33])[C:7]([C:43]#[N:44])=[CH:8][C:9]=2[S:15](=[O:17])(=[O:16])[CH2:14]1)[CH2:21][CH2:22][CH3:23]. (6) Given the reactants [SH:1][C:2]1[NH:3][C:4]2[CH:10]=[CH:9][CH:8]=[CH:7][C:5]=2[N:6]=1.CCN(C(C)C)C(C)C.Br[CH2:21][CH2:22][O:23][C:24]1[CH:29]=[CH:28][C:27]([Cl:30])=[CH:26][CH:25]=1, predict the reaction product. The product is: [Cl:30][C:27]1[CH:28]=[CH:29][C:24]([O:23][CH2:22][CH2:21][S:1][C:2]2[NH:3][C:4]3[CH:10]=[CH:9][CH:8]=[CH:7][C:5]=3[N:6]=2)=[CH:25][CH:26]=1. (7) The product is: [C:1]([NH:4][CH2:5][C:6]1[CH:15]=[CH:14][C:13]2[C:8](=[CH:9][CH:10]=[C:11]([CH2:16][C:17]3[CH:18]=[C:19]([CH:24]=[CH:25][N:26]=3)[C:20]([NH:50][CH2:48][C:38]3[CH:39]=[C:40]4[C:35](=[CH:36][C:37]=3[F:43])[NH:34][CH:33]=[C:32]4[Cl:31])=[O:22])[CH:12]=2)[N:7]=1)(=[O:3])[CH3:2]. Given the reactants [C:1]([NH:4][CH2:5][C:6]1[CH:15]=[CH:14][C:13]2[C:8](=[CH:9][CH:10]=[C:11]([CH2:16][C:17]3[CH:18]=[C:19]([CH:24]=[CH:25][N:26]=3)[C:20]([O:22]C)=O)[CH:12]=2)[N:7]=1)(=[O:3])[CH3:2].O[Li].O.Cl.[Cl:31][C:32]1[C:40]2[C:35](=[CH:36][C:37]([F:43])=[C:38](NC)[CH:39]=2)[NH:34][CH:33]=1.C1C=CC2N(O)N=[N:50][C:48]=2C=1.CCN=C=NCCCN(C)C.CCN(CC)CC, predict the reaction product. (8) Given the reactants [CH:1]1[C:6]([C:7]2[C:16](=[O:17])[C:15]3[C:14]([OH:18])=[CH:13][C:12]([OH:19])=[CH:11][C:10]=3[O:9][CH:8]=2)=[CH:5][CH:4]=[C:3]([OH:20])[CH:2]=1.[CH2:21]([OH:97])[C@H:22]1[O:27][C@@H:26]2[O:28][C@H:29]3[C@H:34]([OH:35])[C@@H:33]([OH:36])[C@@H:32]([O:37][C@H:38]4[C@H:43]([OH:44])[C@@H:42]([OH:45])[C@@H:41]([O:46][C@H:47]5[C@H:52]([OH:53])[C@@H:51]([OH:54])[C@@H:50]([O:55][C@H:56]6[C@H:61]([OH:62])[C@@H:60]([OH:63])[C@@H:59]([O:64][C@H:65]7[C@H:70]([OH:71])[C@@H:69]([OH:72])[C@@H:68]([O:73][C@H:74]8[C@H:80]([OH:81])[C@@H:79]([OH:82])[C@@H:77]([O:78][C@H:23]1[C@H:24]([OH:96])[C@H:25]2[OH:95])[O:76][C@@H:75]8[CH2:83][OH:84])[O:67][C@@H:66]7[CH2:85][OH:86])[O:58][C@@H:57]6[CH2:87][OH:88])[O:49][C@@H:48]5[CH2:89][OH:90])[O:40][C@@H:39]4[CH2:91][OH:92])[O:31][C@@H:30]3[CH2:93][OH:94].[C:98]([NH:101][C@H:102]([C:107]([OH:109])=[O:108])[CH2:103][CH2:104][S:105][CH3:106])(=[O:100])[CH3:99], predict the reaction product. The product is: [CH:5]1[C:6]([C:7]2[C:16](=[O:17])[C:15]3[C:14]([OH:18])=[CH:13][C:12]([OH:19])=[CH:11][C:10]=3[O:9][CH:8]=2)=[CH:1][CH:2]=[C:3]([OH:20])[CH:4]=1.[CH2:87]([OH:88])[C@H:57]1[O:58][C@@H:59]2[O:64][C@H:65]3[C@H:70]([OH:71])[C@@H:69]([OH:72])[C@@H:68]([O:73][C@H:74]4[C@H:80]([OH:81])[C@@H:79]([OH:82])[C@@H:77]([O:78][C@H:23]5[C@H:24]([OH:96])[C@@H:25]([OH:95])[C@@H:26]([O:28][C@H:29]6[C@H:34]([OH:35])[C@@H:33]([OH:36])[C@@H:32]([O:37][C@H:38]7[C@H:43]([OH:44])[C@@H:42]([OH:45])[C@@H:41]([O:46][C@H:47]8[C@H:52]([OH:53])[C@@H:51]([OH:54])[C@@H:50]([O:55][C@H:56]1[C@H:61]([OH:62])[C@H:60]2[OH:63])[O:49][C@@H:48]8[CH2:89][OH:90])[O:40][C@@H:39]7[CH2:91][OH:92])[O:31][C@@H:30]6[CH2:93][OH:94])[O:27][C@@H:22]5[CH2:21][OH:97])[O:76][C@@H:75]4[CH2:83][OH:84])[O:67][C@@H:66]3[CH2:85][OH:86].[C:98]([NH:101][C@H:102]([C:107]([OH:109])=[O:108])[CH2:103][CH2:104][S:105][CH3:106])(=[O:100])[CH3:99].[CH:5]1[C:6]([C:7]2[C:16](=[O:17])[C:15]3[C:14]([OH:18])=[CH:13][C:12]([OH:19])=[CH:11][C:10]=3[O:9][CH:8]=2)=[CH:1][CH:2]=[C:3]([OH:20])[CH:4]=1. (9) The product is: [OH:45][CH2:44][CH2:43][N:37]1[CH2:42][CH2:41][N:40]([CH2:35][CH2:34][O:33][C:27]2[CH:26]=[C:25]3[C:30]([C:21]([S:20][C:16]4[CH:15]=[C:14]([NH:13][C:11](=[O:12])[NH2:10])[CH:19]=[CH:18][CH:17]=4)=[N:22][CH:23]=[N:24]3)=[CH:29][C:28]=2[O:31][CH3:32])[CH2:39][CH2:38]1. Given the reactants C(C1ON=C([NH:10][C:11]([NH:13][C:14]2[CH:19]=[CH:18][CH:17]=[C:16]([S:20][C:21]3[C:30]4[C:25](=[CH:26][C:27]([O:33][CH2:34][CH2:35]Cl)=[C:28]([O:31][CH3:32])[CH:29]=4)[N:24]=[CH:23][N:22]=3)[CH:15]=2)=[O:12])C=1)(C)(C)C.[N:37]1([CH2:43][CH2:44][OH:45])[CH2:42][CH2:41][NH:40][CH2:39][CH2:38]1.C(N(C(C)C)CC)(C)C, predict the reaction product.